From a dataset of Reaction yield outcomes from USPTO patents with 853,638 reactions. Predict the reaction yield, written as a fraction of the theoretical maximum amount of product (1.0 means a 100% yield; for example, 0.34 means a 34% yield). (1) The reactants are [O:1]=[C:2]1[CH2:10][C:9]2[C:4](=[CH:5][CH:6]=[C:7]([S:11]([CH2:14][C:15]3[CH:22]=[CH:21][CH:20]=[CH:19][C:16]=3[C:17]#[N:18])(=[O:13])=[O:12])[CH:8]=2)[NH:3]1.[CH2:23]([N:25]([CH2:40][CH3:41])[CH2:26][CH2:27][NH:28][C:29]([C:31]1[C:35]([CH3:36])=[C:34](C=O)[NH:33][C:32]=1[CH3:39])=[O:30])[CH3:24].N1CCCC[CH2:43]1. The catalyst is C(O)C. The product is [CH2:40]([N:25]([CH2:23][CH3:24])[CH2:26][CH2:27][NH:28][C:29]([C:31]1[C:35]([CH3:36])=[CH:34][N:33](/[CH:43]=[C:10]2\[C:2](=[O:1])[NH:3][C:4]3[C:9]\2=[CH:8][C:7]([S:11]([CH2:14][C:15]2[CH:22]=[CH:21][CH:20]=[CH:19][C:16]=2[C:17]#[N:18])(=[O:12])=[O:13])=[CH:6][CH:5]=3)[C:32]=1[CH3:39])=[O:30])[CH3:41]. The yield is 0.650. (2) The reactants are [CH:1]1[N:6]2[CH:7]=[CH:8][CH:9]=[C:5]2[CH:4]=[C:3]([C:10]([O:12]CC)=[O:11])[N:2]=1. The catalyst is Cl. The product is [CH:1]1[N:6]2[CH:7]=[CH:8][CH:9]=[C:5]2[CH:4]=[C:3]([C:10]([OH:12])=[O:11])[N:2]=1. The yield is 1.00. (3) The reactants are Cl.[NH:2]1[CH:6]=[C:5]([C:7]2[N:12]3[CH:13]=[CH:14][N:15]=[C:11]3[CH:10]=[C:9]([C:16]([O:18][CH3:19])=[O:17])[N:8]=2)[CH:4]=[N:3]1.[CH:20]1([CH:23]=[CH:24][C:25]#[N:26])[CH2:22][CH2:21]1.CN(C=O)C.C1CCN2C(=NCCC2)CC1. The catalyst is CCOC(C)=O. The product is [C:25]([CH2:24][CH:23]([N:2]1[CH:6]=[C:5]([C:7]2[N:12]3[CH:13]=[CH:14][N:15]=[C:11]3[CH:10]=[C:9]([C:16]([O:18][CH3:19])=[O:17])[N:8]=2)[CH:4]=[N:3]1)[CH:20]1[CH2:22][CH2:21]1)#[N:26]. The yield is 0.352. (4) The reactants are Cl.[NH2:2][OH:3].C1C=CC2C(C3C=CC(O)=CC=3)(C3C=CC(O)=CC=3)OC(=O)C=2C=1.C[O-].[Na+].[OH:31][C:32]1[CH:37]=[CH:36][C:35]([C:38]2[CH:42]=[C:41]([C:43]3[CH:48]=[CH:47][CH:46]=[CH:45][CH:44]=3)[NH:40][C:39]=2[C:49]([NH:51][CH2:52][CH2:53][CH2:54][CH2:55][CH2:56][C:57](OC)=[O:58])=[O:50])=[CH:34][CH:33]=1. The catalyst is CO.C(O)(=O)C.O. The product is [OH:3][NH:2][C:57](=[O:58])[CH2:56][CH2:55][CH2:54][CH2:53][CH2:52][NH:51][C:49]([C:39]1[NH:40][C:41]([C:43]2[CH:48]=[CH:47][CH:46]=[CH:45][CH:44]=2)=[CH:42][C:38]=1[C:35]1[CH:34]=[CH:33][C:32]([OH:31])=[CH:37][CH:36]=1)=[O:50]. The yield is 0.890. (5) The reactants are Cl.[NH:2]1[CH2:7][CH2:6][CH:5]([N:8]2[C@@H:16]3[C@H:11]([CH2:12][CH2:13][CH2:14][CH2:15]3)[CH2:10][C:9]2=[O:17])[CH2:4][CH2:3]1.C[O-].[Na+].[CH3:21][C:22]1[CH:36]=[CH:35][CH:34]=[CH:33][C:23]=1[C:24]([N:26]1[CH2:31][CH2:30][C:29](=O)[CH2:28][CH2:27]1)=[O:25].C([BH3-])#N.[Na+]. The catalyst is CO.[Cl-].[Zn+2].[Cl-]. The product is [CH3:21][C:22]1[CH:36]=[CH:35][CH:34]=[CH:33][C:23]=1[C:24]([N:26]1[CH2:27][CH2:28][CH:29]([N:2]2[CH2:3][CH2:4][CH:5]([N:8]3[C@@H:16]4[C@H:11]([CH2:12][CH2:13][CH2:14][CH2:15]4)[CH2:10][C:9]3=[O:17])[CH2:6][CH2:7]2)[CH2:30][CH2:31]1)=[O:25]. The yield is 0.370. (6) The reactants are C([O:3][C:4]([C:6]1[S:14][C:13]2[CH2:12][CH2:11][S:10][CH2:9][C:8]=2[CH:7]=1)=O)C.[H-].[H-].[H-].[H-].[Li+].[Al+3]. The catalyst is C1COCC1.C(Cl)Cl.[O-2].[O-2].[Mn+4]. The product is [S:14]1[C:13]2[CH2:12][CH2:11][S:10][CH2:9][C:8]=2[CH:7]=[C:6]1[CH:4]=[O:3]. The yield is 0.360. (7) The reactants are BrC1C=C(OC)C(N2CCN(C)CC2)=NC=1.[CH3:17][C@@H:18]1[NH:23][CH2:22][CH2:21][N:20]([C:24]([O:26][C:27]([CH3:30])([CH3:29])[CH3:28])=[O:25])[CH2:19]1.Cl[C:32]1[CH:37]=[C:36]([O:38][CH2:39][CH2:40][N:41]2[CH2:46][CH2:45][O:44][CH2:43][CH2:42]2)[CH:35]=[CH:34][N:33]=1. No catalyst specified. The product is [CH3:17][C@@H:18]1[N:23]([C:34]2[CH:35]=[C:36]([O:38][CH2:39][CH2:40][N:41]3[CH2:46][CH2:45][O:44][CH2:43][CH2:42]3)[CH:37]=[CH:32][N:33]=2)[CH2:22][CH2:21][N:20]([C:24]([O:26][C:27]([CH3:29])([CH3:28])[CH3:30])=[O:25])[CH2:19]1. The yield is 0.360. (8) The reactants are [CH3:1][C:2]1[CH:7]=[C:6]([N+:8]([O-:10])=[O:9])[CH:5]=[C:4]([CH3:11])[C:3]=1[OH:12].N1C=CC=CC=1.[F:19][C:20]([F:33])([F:32])[S:21](O[S:21]([C:20]([F:33])([F:32])[F:19])(=[O:23])=[O:22])(=[O:23])=[O:22]. The catalyst is ClCCl.[Cl-].[NH4+]. The product is [F:19][C:20]([F:33])([F:32])[S:21]([O:12][C:3]1[C:2]([CH3:1])=[CH:7][C:6]([N+:8]([O-:10])=[O:9])=[CH:5][C:4]=1[CH3:11])(=[O:23])=[O:22]. The yield is 0.930.